From a dataset of Forward reaction prediction with 1.9M reactions from USPTO patents (1976-2016). Predict the product of the given reaction. Given the reactants CB1N2CCCC2C(C2C=CC=CC=2)(C2C=CC=CC=2)O1.B.C(N(CC)C1C=CC=CC=1)C.[Br:34][CH2:35][C:36]([C:38]1[CH:43]=[C:42]([CH3:44])[CH:41]=[C:40]([CH3:45])[CH:39]=1)=[O:37], predict the reaction product. The product is: [Br:34][CH2:35][C@H:36]([C:38]1[CH:39]=[C:40]([CH3:45])[CH:41]=[C:42]([CH3:44])[CH:43]=1)[OH:37].